Task: Regression/Classification. Given a drug SMILES string, predict its toxicity properties. Task type varies by dataset: regression for continuous values (e.g., LD50, hERG inhibition percentage) or binary classification for toxic/non-toxic outcomes (e.g., AMES mutagenicity, cardiotoxicity, hepatotoxicity). Dataset: herg_karim.. Dataset: hERG potassium channel inhibition data for cardiac toxicity prediction from Karim et al. The compound is O=C(c1cccc(Cl)c1Cl)N(c1ccccc1)[C@H]1CCNC1. The result is 1 (blocker).